This data is from Forward reaction prediction with 1.9M reactions from USPTO patents (1976-2016). The task is: Predict the product of the given reaction. (1) Given the reactants [Cl:1][C:2]1[CH:7]=[CH:6][CH:5]=[C:4]([Cl:8])[C:3]=1[C:9]1[CH:18]=[CH:17][C:16]2[C:11](=[CH:12][CH:13]=[C:14]([CH2:19][CH:20]([OH:25])[C:21]([O:23][CH3:24])=[O:22])[CH:15]=2)[N:10]=1.[Cl:26][C:27]1[CH:35]=[CH:34][CH:33]=[C:32]([Cl:36])[C:28]=1[C:29](Cl)=[O:30].C([O-])(O)=O.[Na+], predict the reaction product. The product is: [Cl:26][C:27]1[CH:35]=[CH:34][CH:33]=[C:32]([Cl:36])[C:28]=1[C:29]([O:25][CH:20]([CH2:19][C:14]1[CH:15]=[C:16]2[C:11](=[CH:12][CH:13]=1)[N:10]=[C:9]([C:3]1[C:4]([Cl:8])=[CH:5][CH:6]=[CH:7][C:2]=1[Cl:1])[CH:18]=[CH:17]2)[C:21]([O:23][CH3:24])=[O:22])=[O:30]. (2) Given the reactants [OH-].[Na+].[NH2:3][C:4]1[N:9]=[C:8]([C:10]2[CH:15]=[CH:14][C:13]([Cl:16])=[C:12]([F:17])[C:11]=2[F:18])[N:7]=[C:6]([C:19]([O:21]C)=[O:20])[C:5]=1/[CH:23]=[CH:24]/[Si:25]([CH3:28])([CH3:27])[CH3:26].Cl, predict the reaction product. The product is: [NH2:3][C:4]1[N:9]=[C:8]([C:10]2[CH:15]=[CH:14][C:13]([Cl:16])=[C:12]([F:17])[C:11]=2[F:18])[N:7]=[C:6]([C:19]([OH:21])=[O:20])[C:5]=1/[CH:23]=[CH:24]/[Si:25]([CH3:26])([CH3:28])[CH3:27]. (3) Given the reactants C(O)=O.[O:4]=[C:5]1[C:13]2[C:8](=[CH:9][CH:10]=[CH:11][C:12]=2[C:14]#[C:15][C:16]2[CH:25]=[CH:24][C:19]([C:20]([O:22][CH3:23])=[O:21])=[CH:18][CH:17]=2)[CH2:7][CH2:6]1.C1COCC1, predict the reaction product. The product is: [O:4]=[C:5]1[C:13]2[C:8](=[CH:9][CH:10]=[CH:11][C:12]=2/[CH:14]=[CH:15]/[C:16]2[CH:17]=[CH:18][C:19]([C:20]([O:22][CH3:23])=[O:21])=[CH:24][CH:25]=2)[CH2:7][CH2:6]1. (4) Given the reactants [Cl:1][C:2]1[CH:13]=[CH:12][C:5]([C:6](N(OC)C)=[O:7])=[C:4]([NH:14][C:15]2[CH:20]=[CH:19][CH:18]=[CH:17][CH:16]=2)[CH:3]=1.[CH2:21]([Mg]Br)[CH3:22].CCCCCC.C(OCC)(=O)C, predict the reaction product. The product is: [Cl:1][C:2]1[CH:13]=[CH:12][C:5]([C:6](=[O:7])[CH2:21][CH3:22])=[C:4]([NH:14][C:15]2[CH:20]=[CH:19][CH:18]=[CH:17][CH:16]=2)[CH:3]=1. (5) Given the reactants [OH:1][C:2]1[CH:7]=[CH:6][C:5]([C:8]2[N:9]=[C:10]3[C:15]([CH3:16])=[CH:14][CH:13]=[CH:12][N:11]3[CH:17]=2)=[CH:4][CH:3]=1.[OH-].[K+].[CH2:20]([CH:22]1[O:24][CH2:23]1)Cl, predict the reaction product. The product is: [O:24]1[CH2:23][CH:22]1[CH2:20][O:1][C:2]1[CH:3]=[CH:4][C:5]([C:8]2[N:9]=[C:10]3[C:15]([CH3:16])=[CH:14][CH:13]=[CH:12][N:11]3[CH:17]=2)=[CH:6][CH:7]=1. (6) Given the reactants [O:1]=[C:2]1[N:11]2[CH:12]([CH2:15][N:16]3[CH2:21][CH2:20][CH:19]([NH:22]C(=O)OC(C)(C)C)[CH2:18][CH2:17]3)[CH2:13][CH2:14][N:9]3[C:10]2=[C:5]([CH:6]=[CH:7][C:8]3=[O:30])[CH:4]=[CH:3]1.C(Cl)Cl.Cl.O1CCOCC1, predict the reaction product. The product is: [NH2:22][CH:19]1[CH2:20][CH2:21][N:16]([CH2:15][CH:12]2[N:11]3[C:10]4[N:9]([C:8](=[O:30])[CH:7]=[CH:6][C:5]=4[CH:4]=[CH:3][C:2]3=[O:1])[CH2:14][CH2:13]2)[CH2:17][CH2:18]1. (7) The product is: [CH3:9][C:10]1[C:11]([N:17]2[CH2:22][CH2:21][N:20]([C:23]([C:25]3[C:30]([CH3:31])=[CH:29][C:28]([N:1]4[CH2:5][CH2:4][CH2:3][C:2]4=[O:6])=[N:27][CH:26]=3)=[O:24])[CH2:19][CH2:18]2)=[N:12][CH:13]=[C:14]([CH3:16])[CH:15]=1. Given the reactants [NH:1]1[CH2:5][CH2:4][CH2:3][C:2]1=[O:6].[H-].[Na+].[CH3:9][C:10]1[C:11]([N:17]2[CH2:22][CH2:21][N:20]([C:23]([C:25]3[CH:26]=[N:27][C:28](F)=[CH:29][C:30]=3[CH3:31])=[O:24])[CH2:19][CH2:18]2)=[N:12][CH:13]=[C:14]([CH3:16])[CH:15]=1.O, predict the reaction product. (8) Given the reactants [OH:1][CH:2]1[CH2:7][C:6]([N+:14]([O-:16])=[O:15])([C:8]2[CH:13]=[CH:12][CH:11]=[CH:10][CH:9]=2)[CH2:5][N:4]([CH3:17])[C:3]1=[O:18].C(N(C(C)C)C(C)C)C.[CH3:28][O:29][CH2:30]Cl, predict the reaction product. The product is: [CH3:28][O:29][CH2:30][O:1][CH:2]1[CH2:7][C:6]([N+:14]([O-:16])=[O:15])([C:8]2[CH:13]=[CH:12][CH:11]=[CH:10][CH:9]=2)[CH2:5][N:4]([CH3:17])[C:3]1=[O:18].